This data is from Forward reaction prediction with 1.9M reactions from USPTO patents (1976-2016). The task is: Predict the product of the given reaction. (1) Given the reactants [NH2:1][C@@H:2]1[CH2:7][CH2:6][C@H:5]([N:8]2[C:13](=[O:14])[C:12]3[CH:15]=[C:16]([F:19])[CH:17]=[N:18][C:11]=3[N:10]([C:20]3[CH:21]=[C:22]([C:26]4[CH:31]=[CH:30][C:29]([OH:32])=[CH:28][C:27]=4[CH2:33][N:34]4[CH2:39][CH2:38][O:37][CH2:36][CH2:35]4)[CH:23]=[CH:24][CH:25]=3)[C:9]2=[O:40])[CH2:4][CH2:3]1.[CH3:41][C:42]1[N:46]2[CH:47]=[CH:48][CH:49]=[CH:50][C:45]2=[N:44][C:43]=1[CH:51]=O.C(O[BH-](OC(=O)C)OC(=O)C)(=O)C.[Na+], predict the reaction product. The product is: [F:19][C:16]1[CH:17]=[N:18][C:11]2[N:10]([C:20]3[CH:21]=[C:22]([C:26]4[CH:31]=[CH:30][C:29]([OH:32])=[CH:28][C:27]=4[CH2:33][N:34]4[CH2:39][CH2:38][O:37][CH2:36][CH2:35]4)[CH:23]=[CH:24][CH:25]=3)[C:9](=[O:40])[N:8]([C@H:5]3[CH2:6][CH2:7][C@@H:2]([NH:1][CH2:51][C:43]4[N:44]=[C:45]5[CH:50]=[CH:49][CH:48]=[CH:47][N:46]5[C:42]=4[CH3:41])[CH2:3][CH2:4]3)[C:13](=[O:14])[C:12]=2[CH:15]=1. (2) Given the reactants BrN1C(=O)CCC1=O.[S-:9][C:10]#[N:11].[K+].[N+:13]([C:16]1[CH:21]=[CH:20][C:19]([NH2:22])=[CH:18][C:17]=1[NH2:23])([O-:15])=[O:14], predict the reaction product. The product is: [N+:13]([C:16]1[CH:21]=[CH:20][C:19]([NH2:22])=[C:18]([S:9][C:10]#[N:11])[C:17]=1[NH2:23])([O-:15])=[O:14]. (3) Given the reactants [Cl:1][C:2]1[C:3]([F:32])=[C:4]([CH:29]=[CH:30][CH:31]=1)[NH:5][C:6]1[C:15]2[C:10](=[CH:11][C:12]([O:27][CH3:28])=[C:13]([O:16][CH:17]3[CH2:22][CH2:21][N:20]([C:23](=[O:26])[CH2:24]Cl)[CH2:19][CH2:18]3)[CH:14]=2)[N:9]=[CH:8][N:7]=1.[I-].[Na+].[NH:35]1[CH2:39][CH2:38][CH2:37][CH2:36]1, predict the reaction product. The product is: [Cl:1][C:2]1[C:3]([F:32])=[C:4]([CH:29]=[CH:30][CH:31]=1)[NH:5][C:6]1[C:15]2[C:10](=[CH:11][C:12]([O:27][CH3:28])=[C:13]([O:16][CH:17]3[CH2:22][CH2:21][N:20]([C:23](=[O:26])[CH2:24][N:35]4[CH2:39][CH2:38][CH2:37][CH2:36]4)[CH2:19][CH2:18]3)[CH:14]=2)[N:9]=[CH:8][N:7]=1. (4) Given the reactants [CH3:1][O:2][C:3]1[CH:4]=[C:5]([CH:7]=[CH:8][CH:9]=1)[NH2:6].[C:10]1(=O)[CH2:15][CH2:14][CH2:13][C:12](=[O:16])[CH2:11]1, predict the reaction product. The product is: [CH3:1][O:2][C:3]1[CH:4]=[C:5]([NH:6][C:10]2[CH2:15][CH2:14][CH2:13][C:12](=[O:16])[CH:11]=2)[CH:7]=[CH:8][CH:9]=1. (5) Given the reactants [CH2:1]([O:3][C:4](=[O:32])[CH:5]([C:21]1[N:22]=[CH:23][N:24]([CH:26]2[CH2:31][CH2:30][CH2:29][CH2:28][CH2:27]2)[CH:25]=1)[CH2:6][C:7]1[CH:8]=[N:9][C:10]([NH:13]C(OC(C)(C)C)=O)=[CH:11][CH:12]=1)[CH3:2].Cl, predict the reaction product. The product is: [CH2:1]([O:3][C:4](=[O:32])[CH:5]([C:21]1[N:22]=[CH:23][N:24]([CH:26]2[CH2:27][CH2:28][CH2:29][CH2:30][CH2:31]2)[CH:25]=1)[CH2:6][C:7]1[CH:8]=[N:9][C:10]([NH2:13])=[CH:11][CH:12]=1)[CH3:2]. (6) Given the reactants [Br:1][C:2]1[CH:3]=[C:4]2[C:8](=[CH:9][CH:10]=1)[NH:7][C:6](=[O:11])[C:5]2=[O:12].[CH2:13](O)[CH2:14][CH2:15][OH:16].O.C1(C)C=CC(S(O)(=O)=O)=CC=1, predict the reaction product. The product is: [Br:1][C:2]1[CH:3]=[C:4]2[C:8](=[CH:9][CH:10]=1)[NH:7][C:6](=[O:11])[C:5]12[O:16][CH2:15][CH2:14][CH2:13][O:12]1.